From a dataset of Reaction yield outcomes from USPTO patents with 853,638 reactions. Predict the reaction yield, written as a fraction of the theoretical maximum amount of product (1.0 means a 100% yield; for example, 0.34 means a 34% yield). The reactants are [F:1][C:2]1[CH:3]=[C:4]([C:9](=[O:11])[CH3:10])[CH:5]=[C:6]([F:8])[CH:7]=1.ClC1C=C(C2O[N:23]=[C:22]([C:25]([OH:27])=[O:26])C=2)C=CC=1F. No catalyst specified. The product is [F:1][C:2]1[CH:3]=[C:4]([C:9]2[O:11][N:23]=[C:22]([C:25]([OH:27])=[O:26])[CH:10]=2)[CH:5]=[C:6]([F:8])[CH:7]=1. The yield is 0.700.